Predict the reaction yield, written as a fraction of the theoretical maximum amount of product (1.0 means a 100% yield; for example, 0.34 means a 34% yield). From a dataset of Reaction yield outcomes from USPTO patents with 853,638 reactions. (1) The reactants are [CH2:1]([O:3][C:4](=[O:17])/[CH:5]=[CH:6]/[C:7]1[CH:8]=[N:9][C:10]([C:13]([F:16])([F:15])[F:14])=[CH:11][CH:12]=1)[CH3:2].[Br-].[CH2:19]([S+]1CCCC1)[C:20]1[CH:25]=[CH:24][CH:23]=[CH:22][CH:21]=1.[SH3+].C1OCCOCCOCCOC1.[Li+].C[Si]([N-][Si](C)(C)C)(C)C. No catalyst specified. The product is [CH2:1]([O:3][C:4]([C@H:5]1[C@H:6]([C:7]2[CH:8]=[N:9][C:10]([C:13]([F:14])([F:15])[F:16])=[CH:11][CH:12]=2)[C@H:19]1[C:20]1[CH:25]=[CH:24][CH:23]=[CH:22][CH:21]=1)=[O:17])[CH3:2]. The yield is 0.650. (2) The yield is 0.400. The product is [NH2:1][C:4]1[CH:20]=[CH:19][C:7]([CH2:8][NH:9][C:10](=[O:18])[CH2:11][CH2:12][C:13]([O:15][CH2:16][CH3:17])=[O:14])=[CH:6][CH:5]=1. The reactants are [N+:1]([C:4]1[CH:20]=[CH:19][C:7]([CH2:8][NH:9][C:10](=[O:18])[CH2:11][CH2:12][C:13]([O:15][CH2:16][CH3:17])=[O:14])=[CH:6][CH:5]=1)([O-])=O. The catalyst is [C].[Pd].C(O)C. (3) The reactants are [N+]([C:4]1[NH:5][CH:6]=[C:7]([N+:9]([O-:11])=[O:10])[N:8]=1)([O-])=O.[CH3:12][C:13]1([CH2:16][NH:17][C:18](=[O:27])[O:19][CH2:20][C:21]2[CH:26]=[CH:25][CH:24]=[CH:23][CH:22]=2)[CH2:15][O:14]1.C([O-])(=O)C.[Na+].C(=O)([O-])O.[Na+]. The catalyst is C(O)C.C(Cl)Cl. The product is [CH3:15][C:13]1([CH2:16][NH:17][C:18](=[O:27])[O:19][CH2:20][C:21]2[CH:26]=[CH:25][CH:24]=[CH:23][CH:22]=2)[O:14][C:4]2=[N:8][C:7]([N+:9]([O-:11])=[O:10])=[CH:6][N:5]2[CH2:12]1. The yield is 0.0470. (4) The catalyst is ClCCl. The yield is 0.890. The reactants are [Cl:1][C:2]1[CH:7]=[C:6]([Cl:8])[CH:5]=[CH:4][C:3]=1[CH:9](O[Si](C)(C)C)[C:10]#[N:11].C(N(S(F)(F)[F:23])CC)C.C(=O)(O)[O-].[Na+]. The product is [Cl:1][C:2]1[CH:7]=[C:6]([Cl:8])[CH:5]=[CH:4][C:3]=1[CH:9]([F:23])[C:10]#[N:11]. (5) The reactants are [Br:1][C:2]1[CH:3]=[C:4]2[C:9](=[CH:10][CH:11]=1)[O:8][C:7]([CH3:13])([CH3:12])[CH2:6][C:5]2([CH3:15])[CH3:14].[CH2:16]([O:18]CC)C. The catalyst is ClCCl.[Ti](Cl)(Cl)(Cl)Cl. The product is [Br:1][C:2]1[CH:3]=[C:4]2[C:9](=[C:10]([CH:16]=[O:18])[CH:11]=1)[O:8][C:7]([CH3:13])([CH3:12])[CH2:6][C:5]2([CH3:15])[CH3:14]. The yield is 0.940.